This data is from Reaction yield outcomes from USPTO patents with 853,638 reactions. The task is: Predict the reaction yield, written as a fraction of the theoretical maximum amount of product (1.0 means a 100% yield; for example, 0.34 means a 34% yield). (1) The reactants are Br[C:2]1[CH:11]=[C:10]2[C:5]([C:6](=[O:12])[CH2:7][CH2:8][O:9]2)=[CH:4][CH:3]=1.[S:13]1[CH:17]=[CH:16][CH:15]=[C:14]1[SH:18].C(=O)([O-])[O-].[K+].[K+]. The catalyst is C(#N)C. The product is [S:13]1[CH:17]=[CH:16][CH:15]=[C:14]1[S:18][C:2]1[CH:3]=[CH:4][C:5]2[C:6](=[O:12])[CH2:7][CH2:8][O:9][C:10]=2[CH:11]=1. The yield is 0.930. (2) The reactants are [C:1]1([N:7]2[CH2:12][CH2:11][NH:10][CH2:9][CH2:8]2)[CH:6]=[CH:5][CH:4]=[CH:3][CH:2]=1.C(S[C:16]1[N:17]=[C:18]([OH:25])[C:19]2[S:24][CH2:23][CH2:22][C:20]=2[N:21]=1)C.O. The catalyst is C(O)(=O)C. The product is [C:1]1([N:7]2[CH2:12][CH2:11][N:10]([C:16]3[N:17]=[C:18]([OH:25])[C:19]4[S:24][CH2:23][CH2:22][C:20]=4[N:21]=3)[CH2:9][CH2:8]2)[CH:6]=[CH:5][CH:4]=[CH:3][CH:2]=1. The yield is 0.910. (3) The reactants are [C:1]([NH:4][C:5]1[CH:10]=[C:9]([C:11]2[O:12][C:13]([C:19]3[CH:24]=[CH:23][CH:22]=[CH:21][C:20]=3[Cl:25])=[C:14]([C:16](O)=[O:17])[N:15]=2)[C:8]([CH3:26])=[CH:7][N:6]=1)(=[O:3])[CH3:2].C[N:28](C(ON1N=NC2C=CC=CC1=2)=[N+](C)C)C.[B-](F)(F)(F)F.N. The catalyst is C(Cl)Cl. The product is [C:1]([NH:4][C:5]1[CH:10]=[C:9]([C:11]2[O:12][C:13]([C:19]3[CH:24]=[CH:23][CH:22]=[CH:21][C:20]=3[Cl:25])=[C:14]([C:16]([NH2:28])=[O:17])[N:15]=2)[C:8]([CH3:26])=[CH:7][N:6]=1)(=[O:3])[CH3:2]. The yield is 0.920. (4) The reactants are [NH2:1][C:2]1[CH:21]=[CH:20][C:5]([CH2:6][C@@H:7]([C:16]([O:18][CH3:19])=[O:17])[NH:8][C:9]([O:11][C:12]([CH3:15])([CH3:14])[CH3:13])=[O:10])=[CH:4][CH:3]=1.C1(N=C=NC2CCCCC2)CCCCC1.[O:37]=[C:38]1[CH:42]=[CH:41][C:40](=[O:43])[N:39]1[CH2:44][CH2:45][CH2:46][CH2:47][CH2:48][C:49]([NH:51][CH2:52][C:53](O)=[O:54])=[O:50]. The yield is 0.323. The catalyst is CN(C)C=O. The product is [C:12]([O:11][C:9]([NH:8][C@H:7]([C:16]([O:18][CH3:19])=[O:17])[CH2:6][C:5]1[CH:4]=[CH:3][C:2]([NH:1][C:53](=[O:54])[CH2:52][NH:51][C:49](=[O:50])[CH2:48][CH2:47][CH2:46][CH2:45][CH2:44][N:39]2[C:38](=[O:37])[CH:42]=[CH:41][C:40]2=[O:43])=[CH:21][CH:20]=1)=[O:10])([CH3:13])([CH3:14])[CH3:15]. (5) The reactants are [OH:1][C:2]1[CH:3]=[C:4]2[C:9](=[CH:10][CH:11]=1)[CH:8]=[C:7]([C@:12]1([CH3:18])[CH2:16][O:15][C:14](=[O:17])[NH:13]1)[CH:6]=[CH:5]2.[I:19]N1C(=O)CCC1=O.C(Cl)Cl. The catalyst is [Cl-].[Cl-].[Cl-].[Cl-].[Zr+4]. The product is [OH:1][C:2]1[C:3]([I:19])=[C:4]2[C:9](=[CH:10][CH:11]=1)[CH:8]=[C:7]([C@:12]1([CH3:18])[CH2:16][O:15][C:14](=[O:17])[NH:13]1)[CH:6]=[CH:5]2. The yield is 0.860. (6) The reactants are [Si:1]([O:8][C@@H:9]1[C:17]2[C:12](=[C:13]([C:18]3[S:22][C:21]([C:23]4[CH:24]=[CH:25][C:26](F)=[C:27]([CH:30]=4)[C:28]#[N:29])=[N:20][N:19]=3)[CH:14]=[CH:15][CH:16]=2)[CH2:11][CH2:10]1)([C:4]([CH3:7])([CH3:6])[CH3:5])([CH3:3])[CH3:2].[CH3:32][CH:33]([CH3:35])[O-:34].[Na+]. The catalyst is CC(O)C. The product is [Si:1]([O:8][C@@H:9]1[C:17]2[C:12](=[C:13]([C:18]3[S:22][C:21]([C:23]4[CH:24]=[CH:25][C:26]([O:34][CH:33]([CH3:35])[CH3:32])=[C:27]([CH:30]=4)[C:28]#[N:29])=[N:20][N:19]=3)[CH:14]=[CH:15][CH:16]=2)[CH2:11][CH2:10]1)([C:4]([CH3:7])([CH3:6])[CH3:5])([CH3:3])[CH3:2]. The yield is 0.680. (7) The reactants are [CH3:1][C:2]1([CH3:22])[C:7]2[CH:8]=[C:9]([C:12]3[CH:13]=[C:14]([CH:17]=[C:18]([F:20])[CH:19]=3)[C:15]#[N:16])[CH:10]=[CH:11][C:6]=2[NH:5][C:4](=[O:21])[O:3]1.C([O-])(=O)C.[Na+].[Br:28]Br. The catalyst is C(O)(=O)C. The product is [Br:28][C:11]1[C:6]2[NH:5][C:4](=[O:21])[O:3][C:2]([CH3:22])([CH3:1])[C:7]=2[CH:8]=[C:9]([C:12]2[CH:13]=[C:14]([CH:17]=[C:18]([F:20])[CH:19]=2)[C:15]#[N:16])[CH:10]=1. The yield is 0.750.